This data is from NCI-60 drug combinations with 297,098 pairs across 59 cell lines. The task is: Regression. Given two drug SMILES strings and cell line genomic features, predict the synergy score measuring deviation from expected non-interaction effect. Drug 1: CC(CN1CC(=O)NC(=O)C1)N2CC(=O)NC(=O)C2. Drug 2: C1=CC(=CC=C1CCCC(=O)O)N(CCCl)CCCl. Cell line: HCT-15. Synergy scores: CSS=48.3, Synergy_ZIP=-14.0, Synergy_Bliss=-2.59, Synergy_Loewe=-3.68, Synergy_HSA=1.13.